From a dataset of Forward reaction prediction with 1.9M reactions from USPTO patents (1976-2016). Predict the product of the given reaction. (1) Given the reactants [Br:1][C:2]1[CH:19]=[CH:18][CH:17]=[CH:16][C:3]=1[O:4][C:5]1[CH:6]=[C:7]([CH:10]=[CH:11][C:12]=1[N+:13]([O-])=O)[C:8]#[N:9].O.O.[Sn](Cl)Cl, predict the reaction product. The product is: [NH2:13][C:12]1[CH:11]=[CH:10][C:7]([C:8]#[N:9])=[CH:6][C:5]=1[O:4][C:3]1[CH:16]=[CH:17][CH:18]=[CH:19][C:2]=1[Br:1]. (2) The product is: [C:8]1([S:5]([CH2:4][C:3]([NH:16][NH2:17])=[O:2])(=[O:7])=[O:6])[CH:13]=[CH:12][CH:11]=[CH:10][CH:9]=1. Given the reactants C[O:2][C:3](=O)[CH2:4][S:5]([C:8]1[CH:13]=[CH:12][CH:11]=[CH:10][CH:9]=1)(=[O:7])=[O:6].O.[NH2:16][NH2:17], predict the reaction product.